From a dataset of Forward reaction prediction with 1.9M reactions from USPTO patents (1976-2016). Predict the product of the given reaction. Given the reactants [CH3:1][N:2]([CH3:16])[C:3]1[CH:12]=[C:11]2[C:6]([C:7]([C:14]#[CH:15])=[CH:8][C:9](=[O:13])[O:10]2)=[CH:5][CH:4]=1.[OH:17]S(O)(=O)=O.C([O-])(O)=O.[Na+], predict the reaction product. The product is: [C:14]([C:7]1[C:6]2[C:11](=[CH:12][C:3]([N:2]([CH3:16])[CH3:1])=[CH:4][CH:5]=2)[O:10][C:9](=[O:13])[CH:8]=1)(=[O:17])[CH3:15].